From a dataset of Drug-target binding data from BindingDB using Ki measurements. Regression. Given a target protein amino acid sequence and a drug SMILES string, predict the binding affinity score between them. We predict pKi (pKi = -log10(Ki in M); higher means stronger inhibition). Dataset: bindingdb_ki. (1) The small molecule is O=C(NCc1cccnc1)c1cc2cccc(N3CCN(CCc4ccccn4)CC3)c2o1. The target protein (P46636) has sequence MEEQGIQCAPPPPAASQTGVPLVNLSHNCSAESHIYQDSIALPWKVLLVALLALITLATTLSNAFVIATVYRTRKLHTPANYLIASLAVTDLLVSILVMPVSTMYTVTGRWTLGQVVCDFWLSSDITCCTASIMHLCVIALDRYWAITDAVEYAAKRTPKRAAIMIALVWVFSISISLPPFFWRQAKAEEEVLTCLVNTDHVLYTVYSTGGAFYLPTLLLIALYGRIYVEARSRILKQTPNKTGKRLTRAQLITDSPGSTTSVTSINSRAPDLPSESGSPVYVNQVKVRVSDALLEKKKLMAARERKATKTLGIILGAFIVCWLPFFIISLVMPICKDACWFHMATLDFFNWLGYLNSLINPIIYTMSNEDFKQAFHKLIRFKCAG. The pKi is 7.5. (2) The pKi is 5.2. The target protein (P00326) has sequence MSTAGKVIKCKAAVLWELKKPFSIEEVEVAPPKAHEVRIKMVAAGICRSDEHVVSGNLVTPLPVILGHEAAGIVESVGEGVTTVKPGDKVIPLFTPQCGKCRICKNPESNYCLKNDLGNPRGTLQDGTRRFTCSGKPIHHFVGVSTFSQYTVVDENAVAKIDAASPLEKVCLIGCGFSTGYGSAVKVAKVTPGSTCAVFGLGGVGLSVVMGCKAAGAARIIAVDINKDKFAKAKELGATECINPQDYKKPIQEVLKEMTDGGVDFSFEVIGRLDTMMASLLCCHEACGTSVIVGVPPDSQNLSINPMLLLTGRTWKGAIFGGFKSKESVPKLVADFMAKKFSLDALITNILPFEKINEGFDLLRSGKSIRTVLTF. The drug is O=CNCC1CCCCC1. (3) The target protein sequence is MPPRAASLPPGSTCSGCRVLPLHPVPAHILPEELTAAASRLQVRACLSAAVPTMGSWVYITVELAIAVLAVLGNVLVCWAVWLNSNLQNVTNYFVVSLAAADIAVGVLAIPFAITISTGFCAACHGCLFIACFVLVLTQSSIFSLLAIAIDRYIAIRIPLRYNGLVTGTRAKGIIAICWVLSFAIGLTPMLGWNNCGQPREGRNHSQGCGAGQVACLFEDVVPMNYMVYYNFFACVLLPLLLMLGIYLRIFLAARRQLKQMESQPLPGERTRSTLQKEVHAAKSLAIIVGLFALCWLPLHIINCFTLFCPECSHAPLWLMYLAIVLSHSNSVVNPFIYAYRIREFRQTFRKIIRSHVLRRQDPFKAGGTSARALAAHGSDGEHVSLRLNGHPPGLWANGSAPHPQRRPNGYALGLGSTGGARASHRDVSLPDVELLGQERKSMCPESPGLEEPLAQDGAGVS. The compound is Cc1ccc(CO[C@H]2CCCC2Nc2ncnc3c2ncn3C2O[C@H](CO)[C@@H](O)[C@H]2O)cc1. The pKi is 5.6. (4) The compound is CN[C@H]1C[C@H](c2ccc(Cl)c(Cl)c2)c2ccccc21. The target is MLLARMKPQVQPELGGADQ. The pKi is 8.1. (5) The pKi is 8.7. The small molecule is CC(C)[C@@]1(O)[C@@H](OC(=O)c2cc[nH]c2)[C@@]2(O)[C@]3(C)C[C@@]4(O)O[C@@]5([C@H](O)[C@@H](C)CC[C@]35O)[C@@]2(O)[C@]14C. The target protein sequence is ALLPMLSSLFEHIGQHQFGEDLILEDVQVSCYRILTSLYALGTSKSIYVERQRSALGECLAAFAGAFPIAFLETHLDKHNIYSIYNTKSSRERAALNLPTNVEDVCPNIPSLEKLMEEIVELAESGIRYTQMPHVMEVILPMLCSYMSRWWEHGPENNPERAEMCCTALNSE. (6) The target protein sequence is MDGPSNVSLIHGDTTLGLPEYKVVSVFLVLLVCTLGIVGNAMVILVVLTSRDMHTPTNCYLVSLALADLLVLLAAGLPNVSDSLVGHWIYGRAGCLGITYFQYLGINVSSFSILAFTVERYIAICHPLRAQTVCTVARAKRIIAGIWGVTSLYCLLWFFLVDLNVRDNQRLECGYKVPRGLYLPIYLLDFAVFFIGPLLVTLVLYGLIGRILFQSPLSQEAWQKERQPHGQSEAAPGNCSRAKSSRKQATRMLAVVVLLFAVLWTPYRTLVLLNSFVAQPFLDPWVLLFCRTCVYTNSAVNPVVYSLMSQKFRAAFLKLCWCRAAGPQRRAARVLTSNYSAAQETSEGTEKM. The drug is CCCc1ncc(C[C@H](NC(=O)[C@@H]2CCC(=O)C2)C(=O)N2CCC[C@H]2C(N)=O)[nH]1. The pKi is 4.0.